This data is from Catalyst prediction with 721,799 reactions and 888 catalyst types from USPTO. The task is: Predict which catalyst facilitates the given reaction. (1) Reactant: [CH:1]1([N:5]2[CH2:10][CH2:9][CH:8]([O:11][C:12]3[CH:13]=[C:14]4[C:23](=[CH:24][CH:25]=3)[CH2:22][C:16]3([CH2:21][CH2:20][NH:19][CH2:18][CH2:17]3)[CH2:15]4)[CH2:7][CH2:6]2)[CH2:4][CH2:3][CH2:2]1.[F:26][C:27]1[CH:35]=[CH:34][C:30]([C:31](Cl)=[O:32])=[CH:29][CH:28]=1. Product: [CH:1]1([N:5]2[CH2:6][CH2:7][CH:8]([O:11][C:12]3[CH:13]=[C:14]4[C:23](=[CH:24][CH:25]=3)[CH2:22][C:16]3([CH2:17][CH2:18][N:19]([C:31](=[O:32])[C:30]5[CH:34]=[CH:35][C:27]([F:26])=[CH:28][CH:29]=5)[CH2:20][CH2:21]3)[CH2:15]4)[CH2:9][CH2:10]2)[CH2:4][CH2:3][CH2:2]1. The catalyst class is: 2. (2) Reactant: CN([P+](ON1N=NC2C=CC=CC1=2)(N(C)C)N(C)C)C.F[P-](F)(F)(F)(F)F.C(N(CC)CC)C.[NH2:35][C:36]1[N:44]=[CH:43][CH:42]=[CH:41][C:37]=1[C:38]([OH:40])=O.Cl.[F:46][C:47]1[CH:54]=[CH:53][C:52]([O:55][C:56]2[CH:61]=[CH:60][CH:59]=[CH:58][CH:57]=2)=[CH:51][C:48]=1[CH2:49][NH2:50]. Product: [F:46][C:47]1[CH:54]=[CH:53][C:52]([O:55][C:56]2[CH:61]=[CH:60][CH:59]=[CH:58][CH:57]=2)=[CH:51][C:48]=1[CH2:49][NH:50][C:38](=[O:40])[C:37]1[CH:41]=[CH:42][CH:43]=[N:44][C:36]=1[NH2:35]. The catalyst class is: 136.